From a dataset of Forward reaction prediction with 1.9M reactions from USPTO patents (1976-2016). Predict the product of the given reaction. Given the reactants [Cl:1][C:2]1[C:32]([Cl:33])=[CH:31][C:5]2[NH:6][C:7]([CH2:9][CH2:10][CH2:11][N:12]([CH3:30])[CH2:13][CH2:14][C:15]3([OH:29])[CH2:20][CH:19]4[CH2:21][CH2:22][CH:16]3[CH:17]=[C:18]4[C:23]3[CH:28]=[CH:27][CH:26]=[CH:25][CH:24]=3)=[N:8][C:4]=2[CH:3]=1.[CH:34]1([C:37](Cl)=[O:38])[CH2:36][CH2:35]1, predict the reaction product. The product is: [Cl:33][C:32]1[C:2]([Cl:1])=[CH:3][C:4]2[NH:8][C:7]([CH2:9][CH2:10][CH2:11][N:12]([CH3:30])[CH2:13][CH2:14][C@:15]3([O:29][C:37]([CH:34]4[CH2:36][CH2:35]4)=[O:38])[CH2:20][C@H:19]4[CH2:21][CH2:22][C@@H:16]3[CH:17]=[C:18]4[C:23]3[CH:28]=[CH:27][CH:26]=[CH:25][CH:24]=3)=[N:6][C:5]=2[CH:31]=1.